From a dataset of Forward reaction prediction with 1.9M reactions from USPTO patents (1976-2016). Predict the product of the given reaction. (1) Given the reactants [S:1]1[CH:5]=[CH:4][C:3]([C:6]([OH:8])=[O:7])=[CH:2]1.S(=O)(=O)(O)O.[CH3:14]O, predict the reaction product. The product is: [S:1]1[CH:5]=[CH:4][C:3]([C:6]([O:8][CH3:14])=[O:7])=[CH:2]1. (2) Given the reactants [ClH:1].C1C=C[C:5]2N(O)N=[N:8][C:6]=2C=1.CCN(C(C)C)C(C)C.[N:21]1[CH:26]=C[C:24]([N:27]2[CH2:32]CC3(CCNCC3)C[CH2:28]2)=[CH:23][CH:22]=1, predict the reaction product. The product is: [CH3:5][CH2:6][N:8]=[C:26]=[N:21][CH2:22][CH2:23][CH2:24][N:27]([CH3:28])[CH3:32].[ClH:1].